This data is from Reaction yield outcomes from USPTO patents with 853,638 reactions. The task is: Predict the reaction yield, written as a fraction of the theoretical maximum amount of product (1.0 means a 100% yield; for example, 0.34 means a 34% yield). (1) The reactants are [Cl:1][C:2]1[CH:3]=[C:4]([CH:19]=[CH:20][C:21]=1[C:22]([O:24]C)=[O:23])[C:5]([NH:7][CH2:8][C:9]1[NH:13][C:12]2[CH:14]=[CH:15][C:16]([Cl:18])=[CH:17][C:11]=2[N:10]=1)=[O:6].[OH-].[Na+]. The catalyst is C(O)(C)C. The product is [Cl:1][C:2]1[CH:3]=[C:4]([CH:19]=[CH:20][C:21]=1[C:22]([OH:24])=[O:23])[C:5]([NH:7][CH2:8][C:9]1[NH:13][C:12]2[CH:14]=[CH:15][C:16]([Cl:18])=[CH:17][C:11]=2[N:10]=1)=[O:6]. The yield is 1.00. (2) The catalyst is ClCCl.CN1CCCC1=O. The yield is 0.230. The product is [NH2:5][C:4]1[C:3]2[C:2](=[CH:9][C:8]([C:10]([F:13])([F:12])[F:11])=[CH:7][CH:6]=2)[NH:15][C:16]=1[C:17]([O:19][CH2:20][CH3:21])=[O:18]. The reactants are F[C:2]1[CH:9]=[C:8]([C:10]([F:13])([F:12])[F:11])[CH:7]=[CH:6][C:3]=1[C:4]#[N:5].Cl.[NH2:15][CH2:16][C:17]([O:19][CH2:20][CH3:21])=[O:18].C(=O)([O-])[O-].[K+].[K+].CC(C)([O-])C.[K+]. (3) The reactants are C(OC([N:8]1[CH2:13][CH2:12][CH:11]([O:14][C:15]2[CH:20]=[CH:19][CH:18]=[CH:17][C:16]=2[Br:21])[CH2:10][CH2:9]1)=O)(C)(C)C.[C:22]([OH:28])([C:24]([F:27])([F:26])[F:25])=[O:23]. The catalyst is ClCCl. The product is [F:25][C:24]([F:27])([F:26])[C:22]([OH:28])=[O:23].[Br:21][C:16]1[CH:17]=[CH:18][CH:19]=[CH:20][C:15]=1[O:14][CH:11]1[CH2:12][CH2:13][NH:8][CH2:9][CH2:10]1. The yield is 0.960. (4) The reactants are [CH2:1]([O:3][C:4](=[O:14])[C:5]1[CH:10]=[C:9]([I:11])[C:8]([OH:12])=[C:7]([Br:13])[CH:6]=1)[CH3:2].[CH2:15](O)[CH2:16][OH:17].C1(P(C2C=CC=CC=2)C2C=CC=CC=2)C=CC=CC=1.N(C(OC(C)C)=O)=NC(OC(C)C)=O. The catalyst is C1COCC1. The product is [CH2:1]([O:3][C:4](=[O:14])[C:5]1[CH:10]=[C:9]([I:11])[C:8]([O:12][CH2:15][CH2:16][OH:17])=[C:7]([Br:13])[CH:6]=1)[CH3:2]. The yield is 0.620. (5) The reactants are [CH3:1][C:2]1[C:3]([NH:11][C:12](=[O:17])[C:13]([F:16])([F:15])[F:14])=[C:4]([C:7]([O:9][CH3:10])=[O:8])[S:5][CH:6]=1.[Br:18]Br. The catalyst is CC(O)=O. The product is [Br:18][C:6]1[S:5][C:4]([C:7]([O:9][CH3:10])=[O:8])=[C:3]([NH:11][C:12](=[O:17])[C:13]([F:16])([F:14])[F:15])[C:2]=1[CH3:1]. The yield is 1.00. (6) The reactants are [C:1]([O:5][C:6]([NH:8]/[N:9]=[C:10](\[C:17]#[C:18][Si](C)(C)C)/[CH2:11][CH2:12][CH2:13][C:14]([OH:16])=[O:15])=[O:7])([CH3:4])([CH3:3])[CH3:2].[F-].C([N+](CCCC)(CCCC)CCCC)CCC. The catalyst is C1COCC1. The product is [C:1]([O:5][C:6]([N:8]1[CH:18]=[CH:17][C:10]([CH2:11][CH2:12][CH2:13][C:14]([OH:16])=[O:15])=[N:9]1)=[O:7])([CH3:4])([CH3:3])[CH3:2]. The yield is 1.00. (7) The catalyst is C(#N)C. The product is [OH:35][CH2:34][C@@H:33]([NH:32][C:21]([C:20]1[C:14]2[C:15](=[N:16][CH:17]=[C:12]([C:6]3[C:5]4[C:9](=[CH:10][C:2]([F:1])=[CH:3][CH:4]=4)[N:8]([CH3:11])[N:7]=3)[N:13]=2)[N:18]([CH2:24][O:25][CH2:26][CH2:27][Si:28]([CH3:29])([CH3:31])[CH3:30])[CH:19]=1)=[O:22])[CH3:36]. The reactants are [F:1][C:2]1[CH:10]=[C:9]2[C:5]([C:6]([C:12]3[N:13]=[C:14]4[C:20]([C:21](O)=[O:22])=[CH:19][N:18]([CH2:24][O:25][CH2:26][CH2:27][Si:28]([CH3:31])([CH3:30])[CH3:29])[C:15]4=[N:16][CH:17]=3)=[N:7][N:8]2[CH3:11])=[CH:4][CH:3]=1.[NH2:32][C@@H:33]([CH3:36])[CH2:34][OH:35].CN(C(ON1N=NC2C=CC=NC1=2)=[N+](C)C)C.F[P-](F)(F)(F)(F)F.C(N(CC)C(C)C)(C)C. The yield is 0.570. (8) The reactants are O[C:2]1[CH:9]=[CH:8][C:5]([CH:6]=[O:7])=[CH:4][CH:3]=1.C(=O)([O-])[O-:11].[Cs+].[Cs+]. The catalyst is C1COCC1. The product is [OH:11][C:8]1[CH:9]=[CH:2][CH:3]=[CH:4][C:5]=1[CH:6]=[O:7]. The yield is 0.820. (9) The reactants are [O:1]=[C:2]1[CH:6]=[C:5]([C@H:7]2[CH2:12][CH2:11][N:10]([C:13]([O:15][CH3:16])=[O:14])[C@@H:9]([CH2:17][C:18]3[CH:23]=[C:22]([F:24])[C:21]([F:25])=[C:20]([F:26])[CH:19]=3)[CH2:8]2)[O:4][NH:3]1.CCCCCCC.CCO. The catalyst is C(#N)C. The product is [O:1]=[C:2]1[CH:6]=[C:5]([C@H:7]2[CH2:12][CH2:11][N:10]([C:13]([O:15][CH3:16])=[O:14])[C@@H:9]([CH2:17][C:18]3[CH:19]=[C:20]([F:26])[C:21]([F:25])=[C:22]([F:24])[CH:23]=3)[CH2:8]2)[O:4][NH:3]1.[O:1]=[C:2]1[CH:6]=[C:5]([C@@H:7]2[CH2:12][CH2:11][N:10]([C:13]([O:15][CH3:16])=[O:14])[C@H:9]([CH2:17][C:18]3[CH:19]=[C:20]([F:26])[C:21]([F:25])=[C:22]([F:24])[CH:23]=3)[CH2:8]2)[O:4][NH:3]1. The yield is 0.430.